Task: Predict the reaction yield, written as a fraction of the theoretical maximum amount of product (1.0 means a 100% yield; for example, 0.34 means a 34% yield).. Dataset: Reaction yield outcomes from USPTO patents with 853,638 reactions The reactants are [N:1]1[N:5]2[CH:6]=[CH:7][CH:8]=[N:9][C:4]2=[C:3]([C:10]([OH:12])=O)[CH:2]=1.[NH2:13][C:14]1[CH:15]=[N:16][N:17](COCC[Si](C)(C)C)[C:18]=1[C:19]1[C:20]([O:27][CH3:28])=[N:21][CH:22]=[C:23]([CH:26]=1)[C:24]#[N:25].ClC1(OC)N=C(OC)N=CN1.CN1CCOCC1. The catalyst is C(#N)C. The product is [C:24]([C:23]1[CH:26]=[C:19]([C:18]2[C:14]([NH:13][C:10]([C:3]3[CH:2]=[N:1][N:5]4[CH:6]=[CH:7][CH:8]=[N:9][C:4]=34)=[O:12])=[CH:15][NH:16][N:17]=2)[C:20]([O:27][CH3:28])=[N:21][CH:22]=1)#[N:25]. The yield is 0.150.